This data is from Forward reaction prediction with 1.9M reactions from USPTO patents (1976-2016). The task is: Predict the product of the given reaction. (1) Given the reactants [CH:1]1([C:7]2[N:11]([CH2:12][C:13]3[CH:21]=[CH:20][C:16]([C:17]([OH:19])=O)=[CH:15][CH:14]=3)[N:10]=[C:9]([C:22]3[CH:27]=[CH:26][C:25]([O:28][C:29]([F:32])([F:31])[F:30])=[CH:24][CH:23]=3)[CH:8]=2)[CH2:6][CH2:5][CH2:4][CH2:3][CH2:2]1.Cl.CN(C)CCCN=C=NCC.O.ON1C2C=CC=CC=2N=N1.O.[NH2:57][C:58]1[NH:62][N:61]=[N:60][N:59]=1, predict the reaction product. The product is: [CH:1]1([C:7]2[N:11]([CH2:12][C:13]3[CH:21]=[CH:20][C:16]([C:17]([NH:57][C:58]4[NH:62][N:61]=[N:60][N:59]=4)=[O:19])=[CH:15][CH:14]=3)[N:10]=[C:9]([C:22]3[CH:23]=[CH:24][C:25]([O:28][C:29]([F:31])([F:32])[F:30])=[CH:26][CH:27]=3)[CH:8]=2)[CH2:6][CH2:5][CH2:4][CH2:3][CH2:2]1. (2) Given the reactants [CH2:1]([C@H:9]1[CH2:13][CH2:12][CH2:11][N:10]1[C:14]([O:16][C:17]([CH3:20])([CH3:19])[CH3:18])=[O:15])[CH2:2][C:3]1[CH:8]=[CH:7][CH:6]=[CH:5][CH:4]=1, predict the reaction product. The product is: [C:5]1([CH2:6][CH2:7][CH2:8][CH2:3][CH:2]=[CH:1][C@@H:9]2[CH2:13][CH2:12][CH2:11][N:10]2[C:14]([O:16][C:17]([CH3:18])([CH3:19])[CH3:20])=[O:15])[CH:4]=[CH:3][CH:2]=[CH:1][CH:9]=1. (3) Given the reactants [F:1][C:2]1[CH:11]=[C:10]([C:12]([C:14]2[CH:23]=[C:22]3[C:17]([C:18]([CH3:27])([CH3:26])[CH:19]=[CH:20][C:21]3([CH3:25])[CH3:24])=[CH:16][C:15]=2[CH3:28])=[CH2:13])[CH:9]=[CH:8][C:3]=1[C:4]([O:6]C)=[O:5].[OH-].[K+], predict the reaction product. The product is: [F:1][C:2]1[CH:11]=[C:10]([C:12]([C:14]2[CH:23]=[C:22]3[C:17]([C:18]([CH3:27])([CH3:26])[CH:19]=[CH:20][C:21]3([CH3:24])[CH3:25])=[CH:16][C:15]=2[CH3:28])=[CH2:13])[CH:9]=[CH:8][C:3]=1[C:4]([OH:6])=[O:5]. (4) Given the reactants [Si:1]([O:8][CH2:9][C@H:10]1[O:14][C@@H:13]([N:15]2[CH:22]=[C:21]([C:23]#[C:24][CH2:25][NH:26][C:27](=[O:32])[C:28]([F:31])([F:30])[F:29])[C:19]([NH2:20])=[N:18][C:16]2=[O:17])[CH2:12][C@@H:11]1[OH:33])([C:4]([CH3:7])([CH3:6])[CH3:5])([CH3:3])[CH3:2].Cl[Si](C)(C)C.[C:39](Cl)(=[O:46])[C:40]1[CH:45]=[CH:44][CH:43]=[CH:42][CH:41]=1.C([O-])(O)=O.[Na+], predict the reaction product. The product is: [C:39]([NH:20][C:19]1[C:21]([C:23]#[C:24][CH2:25][NH:26][C:27](=[O:32])[C:28]([F:30])([F:31])[F:29])=[CH:22][N:15]([C@@H:13]2[O:14][C@H:10]([CH2:9][O:8][Si:1]([C:4]([CH3:7])([CH3:5])[CH3:6])([CH3:3])[CH3:2])[C@@H:11]([OH:33])[CH2:12]2)[C:16](=[O:17])[N:18]=1)(=[O:46])[C:40]1[CH:45]=[CH:44][CH:43]=[CH:42][CH:41]=1. (5) Given the reactants [Cl:1][C:2]1[CH:3]=[N:4][C:5]2[N:6]([N:8]=[C:9]([C:11]([OH:13])=O)[CH:10]=2)[CH:7]=1.[F:14][C:15]1[CH:16]=[CH:17][CH:18]=[C:19]2[C:24]=1[CH:23]([CH3:25])[NH:22][CH2:21][CH2:20]2, predict the reaction product. The product is: [Cl:1][C:2]1[CH:3]=[N:4][C:5]2[N:6]([N:8]=[C:9]([C:11]([N:22]3[CH2:21][CH2:20][C:19]4[C:24](=[C:15]([F:14])[CH:16]=[CH:17][CH:18]=4)[CH:23]3[CH3:25])=[O:13])[CH:10]=2)[CH:7]=1. (6) Given the reactants [C:1]([O:5][C:6]([N:8]1[CH2:12][CH2:11][CH2:10][C@H:9]1[C:13]([OH:15])=[O:14])=[O:7])([CH3:4])([CH3:3])[CH3:2].[OH:16][CH2:17][CH2:18][N:19]1[C:24](=[O:25])[CH2:23][CH2:22][CH:21]([N:26]2[C:34](=[O:35])[C:33]3[C:28](=[CH:29][CH:30]=[CH:31][CH:32]=3)[C:27]2=[O:36])[C:20]1=[O:37].C1CCC(N=C=NC2CCCCC2)CC1, predict the reaction product. The product is: [C:1]([O:5][C:6]([N:8]1[CH2:12][CH2:11][CH2:10][C@H:9]1[C:13]([OH:15])=[O:14])=[O:7])([CH3:4])([CH3:2])[CH3:3].[OH:16][CH2:17][CH2:18][N:19]1[C:24](=[O:25])[CH2:23][CH2:22][CH:21]([N:26]2[C:27](=[O:36])[C:28]3[C:33](=[CH:32][CH:31]=[CH:30][CH:29]=3)[C:34]2=[O:35])[C:20]1=[O:37].